Predict which catalyst facilitates the given reaction. From a dataset of Catalyst prediction with 721,799 reactions and 888 catalyst types from USPTO. (1) Reactant: [N+:1]([C:4]1[CH:5]=[N:6][N:7]([C:9]([O:11][C:12]([CH3:15])([CH3:14])[CH3:13])=[O:10])[CH:8]=1)([O-])=O. Product: [NH2:1][C:4]1[CH:5]=[N:6][N:7]([C:9]([O:11][C:12]([CH3:15])([CH3:14])[CH3:13])=[O:10])[CH:8]=1. The catalyst class is: 43. (2) Reactant: Br[CH:2]([C:8]1[CH:13]=[CH:12][CH:11]=[CH:10][CH:9]=1)[C:3](=O)[C:4]([OH:6])=[O:5].[CH3:14][C:15]1[C:22]([C:23](=[S:25])[NH2:24])=[C:18]2[S:19][CH:20]=[CH:21][N:17]2[N:16]=1. Product: [CH3:14][C:15]1[C:22]([C:23]2[S:25][C:2]([C:8]3[CH:13]=[CH:12][CH:11]=[CH:10][CH:9]=3)=[C:3]([C:4]([OH:6])=[O:5])[N:24]=2)=[C:18]2[S:19][CH:20]=[CH:21][N:17]2[N:16]=1. The catalyst class is: 14. (3) Reactant: [C:1]([O:5][C:6]([N:8]1[CH2:11][C:10](=O)[CH2:9]1)=[O:7])([CH3:4])([CH3:3])[CH3:2].Cl.[NH:14]1[CH2:17][CH:16]([OH:18])[CH2:15]1.C(O[BH-](OC(=O)C)OC(=O)C)(=O)C.[Na+]. Product: [C:1]([O:5][C:6]([N:8]1[CH2:11][CH:10]([N:14]2[CH2:17][CH:16]([OH:18])[CH2:15]2)[CH2:9]1)=[O:7])([CH3:4])([CH3:3])[CH3:2]. The catalyst class is: 26. (4) Reactant: [O:1]=[C:2]1[NH:7][C:6](=[O:8])[C:5]([C:9]([O:11][CH2:12][CH3:13])=[O:10])=[CH:4][N:3]1[C:14]1[CH:22]=[C:21]2[C:17]([C:18]([CH3:26])([CH3:25])[C:19](=[O:24])[N:20]2[CH3:23])=[CH:16][CH:15]=1.Br[CH2:28][C:29]1[CH:34]=[CH:33][CH:32]=[C:31]([C:35]([F:38])([F:37])[F:36])[C:30]=1[CH3:39].C(=O)([O-])[O-].[K+].[K+].[I-].[K+]. Product: [CH3:39][C:30]1[C:31]([C:35]([F:36])([F:38])[F:37])=[CH:32][CH:33]=[CH:34][C:29]=1[CH2:28][N:7]1[C:6](=[O:8])[C:5]([C:9]([O:11][CH2:12][CH3:13])=[O:10])=[CH:4][N:3]([C:14]2[CH:22]=[C:21]3[C:17]([C:18]([CH3:25])([CH3:26])[C:19](=[O:24])[N:20]3[CH3:23])=[CH:16][CH:15]=2)[C:2]1=[O:1]. The catalyst class is: 18. (5) Reactant: Cl.Cl.[NH2:3][CH:4]1[CH2:7][N:6]([C:8]2[C:18]([Cl:19])=[CH:17][C:11]([C:12]([O:14][CH2:15][CH3:16])=[O:13])=[CH:10][N:9]=2)[CH2:5]1.[C:20]1([S:26]([N:29]=[C:30]=[O:31])(=[O:28])=[O:27])[CH:25]=[CH:24][CH:23]=[CH:22][CH:21]=1.CC(O)=O. Product: [Cl:19][C:18]1[C:8]([N:6]2[CH2:5][CH:4]([NH:3][C:30]([NH:29][S:26]([C:20]3[CH:21]=[CH:22][CH:23]=[CH:24][CH:25]=3)(=[O:28])=[O:27])=[O:31])[CH2:7]2)=[N:9][CH:10]=[C:11]([CH:17]=1)[C:12]([O:14][CH2:15][CH3:16])=[O:13]. The catalyst class is: 91. (6) Reactant: Br[C:2]1[CH:10]=[C:9]2[C:5]([CH:6]=[CH:7][NH:8]2)=[CH:4][CH:3]=1.C([Li])(C)(C)C.[B:16](OCCCC)([O:22]CCCC)[O:17]CCCC.P(=O)(O)(O)O. Product: [NH:8]1[C:9]2[C:5](=[CH:4][CH:3]=[C:2]([B:16]([OH:22])[OH:17])[CH:10]=2)[CH:6]=[CH:7]1. The catalyst class is: 28. (7) Reactant: [CH2:1]([C:5]1[O:14][C:8]2=[N:9][C:10](=[O:13])[NH:11][CH:12]=[C:7]2[CH:6]=1)[CH2:2][CH2:3][CH3:4].C(=O)([O-])[O-].[K+].[K+].[CH:21]1(Br)[CH2:25][CH2:24][CH2:23][CH2:22]1. Product: [CH2:1]([C:5]1[O:14][C:8]2=[N:9][C:10](=[O:13])[N:11]([CH:21]3[CH2:25][CH2:24][CH2:23][CH2:22]3)[CH:12]=[C:7]2[CH:6]=1)[CH2:2][CH2:3][CH3:4]. The catalyst class is: 3.